The task is: Predict which catalyst facilitates the given reaction.. This data is from Catalyst prediction with 721,799 reactions and 888 catalyst types from USPTO. (1) The catalyst class is: 1. Reactant: [C:1]1([Mg]Br)[CH:6]=[CH:5][CH:4]=[CH:3][CH:2]=1.[O:9]=[C:10]([CH3:29])[CH2:11][CH2:12][N:13]([C@H:21]([C:23]1[CH:28]=[CH:27][CH:26]=[CH:25][CH:24]=1)[CH3:22])[C:14](=[O:20])[O:15][C:16]([CH3:19])([CH3:18])[CH3:17]. Product: [OH:9][C:10]([C:1]1[CH:6]=[CH:5][CH:4]=[CH:3][CH:2]=1)([CH3:29])[CH2:11][CH2:12][N:13]([C@H:21]([C:23]1[CH:24]=[CH:25][CH:26]=[CH:27][CH:28]=1)[CH3:22])[C:14](=[O:20])[O:15][C:16]([CH3:17])([CH3:18])[CH3:19]. (2) Reactant: CN(C)C1CC2C(=CC=CC=2)C1.[CH3:13][S:14](Cl)(=[O:16])=[O:15].[CH2:18]1[C:26]2[C:21](=[CH:22][CH:23]=[CH:24][CH:25]=2)[CH2:20][CH:19]1[OH:27].CCN(C(C)C)C(C)C. Product: [CH3:13][S:14]([O:27][CH:19]1[CH2:20][C:21]2[C:26](=[CH:25][CH:24]=[CH:23][CH:22]=2)[CH2:18]1)(=[O:16])=[O:15]. The catalyst class is: 2. (3) Reactant: [CH2:1]([O:15][CH2:16][C@@H:17]([O:20][CH2:21][CH2:22][CH2:23][CH2:24][CH2:25][CH2:26][CH2:27][CH2:28][CH2:29][CH2:30][CH2:31][CH2:32][CH2:33][CH3:34])[CH2:18]O)[CH2:2][CH2:3][CH2:4][CH2:5][CH2:6][CH2:7][CH2:8][CH2:9][CH2:10][CH2:11][CH2:12][CH2:13][CH3:14].C1(P(C2C=CC=CC=2)C2C=CC=CC=2)C=CC=CC=1.C(Br)(Br)(Br)[Br:55]. Product: [CH2:1]([O:15][CH2:16][C@@H:17]([O:20][CH2:21][CH2:22][CH2:23][CH2:24][CH2:25][CH2:26][CH2:27][CH2:28][CH2:29][CH2:30][CH2:31][CH2:32][CH2:33][CH3:34])[CH2:18][Br:55])[CH2:2][CH2:3][CH2:4][CH2:5][CH2:6][CH2:7][CH2:8][CH2:9][CH2:10][CH2:11][CH2:12][CH2:13][CH3:14]. The catalyst class is: 46. (4) Reactant: [F:1][C:2]([F:32])([F:31])[C:3]([C:6]1[CH:11]=[CH:10][C:9]([N:12]2[CH2:17][CH2:16][N:15]([S:18]([C:21]3[S:22][CH:23]=[CH:24][CH:25]=3)(=[O:20])=[O:19])[CH2:14][C@@H:13]2[CH2:26][NH:27][CH:28]([CH3:30])[CH3:29])=[CH:8][CH:7]=1)([OH:5])[CH3:4].[C:33](Cl)(=[O:35])[CH3:34].CCN(C(C)C)C(C)C. The catalyst class is: 172. Product: [CH3:30][CH:28]([N:27]([CH2:26][C@H:13]1[CH2:14][N:15]([S:18]([C:21]2[S:22][CH:23]=[CH:24][CH:25]=2)(=[O:20])=[O:19])[CH2:16][CH2:17][N:12]1[C:9]1[CH:8]=[CH:7][C:6]([C:3]([OH:5])([CH3:4])[C:2]([F:1])([F:31])[F:32])=[CH:11][CH:10]=1)[C:33](=[O:35])[CH3:34])[CH3:29].